From a dataset of Full USPTO retrosynthesis dataset with 1.9M reactions from patents (1976-2016). Predict the reactants needed to synthesize the given product. (1) Given the product [C:24]1([C:2]2[CH:3]=[CH:4][N:5]3[C:10]=2[C:9]([NH:11][CH2:12][C:13]2[CH:18]=[CH:17][CH:16]=[CH:15][N:14]=2)=[N:8][C:7]([CH:19]2[CH2:21][CH:20]2[C:22]#[N:23])=[N:6]3)[CH:29]=[CH:28][CH:27]=[CH:26][CH:25]=1, predict the reactants needed to synthesize it. The reactants are: Cl[C:2]1[CH:3]=[CH:4][N:5]2[C:10]=1[C:9]([NH:11][CH2:12][C:13]1[CH:18]=[CH:17][CH:16]=[CH:15][N:14]=1)=[N:8][C:7]([CH:19]1[CH2:21][CH:20]1[C:22]#[N:23])=[N:6]2.[C:24]1(B(O)O)[CH:29]=[CH:28][CH:27]=[CH:26][CH:25]=1.C1(P(C2CCCCC2)C2C=CC=CC=2C2C(C(C)C)=CC(C(C)C)=CC=2C(C)C)CCCCC1.C([O-])([O-])=O.[K+].[K+]. (2) Given the product [C:14]([O:13][C:11](=[O:12])[NH:7][CH2:3][C@H:4]([NH2:6])[CH3:5])([CH3:17])([CH3:16])[CH3:15], predict the reactants needed to synthesize it. The reactants are: Cl.Cl.[CH2:3]([NH2:7])[C@H:4]([NH2:6])[CH3:5].CO.O.[C:11](O[C:11]([O:13][C:14]([CH3:17])([CH3:16])[CH3:15])=[O:12])([O:13][C:14]([CH3:17])([CH3:16])[CH3:15])=[O:12].[OH-].[Na+]. (3) Given the product [CH3:11][O:10][C:8]([C@@H:5]1[CH2:4][CH2:3][C@H:2]([O:1][C:13]2[CH:25]=[CH:24][C:16]([C:17]([O:19][C:20]([CH3:21])([CH3:22])[CH3:23])=[O:18])=[CH:15][CH:14]=2)[CH2:7][CH2:6]1)=[O:9], predict the reactants needed to synthesize it. The reactants are: [OH:1][C@H:2]1[CH2:7][CH2:6][C@H:5]([C:8]([O:10][CH3:11])=[O:9])[CH2:4][CH2:3]1.O[C:13]1[CH:25]=[CH:24][C:16]([C:17]([O:19][C:20]([CH3:23])([CH3:22])[CH3:21])=[O:18])=[CH:15][CH:14]=1.C1(P(C2C=CC=CC=2)C2C=CC=CC=2)C=CC=CC=1.N(C(OC(C)C)=O)=NC(OC(C)C)=O. (4) Given the product [CH2:19]([Si:22]([CH3:24])([CH3:23])[C:7]1[CH:12]=[CH:11][C:10]([C:13]#[C:14][Si:15]([CH3:18])([CH3:17])[CH3:16])=[CH:9][CH:8]=1)[CH:20]=[CH2:21], predict the reactants needed to synthesize it. The reactants are: C([Li])CCC.Br[C:7]1[CH:12]=[CH:11][C:10]([C:13]#[C:14][Si:15]([CH3:18])([CH3:17])[CH3:16])=[CH:9][CH:8]=1.[CH2:19]([Si:22](Cl)([CH3:24])[CH3:23])[CH:20]=[CH2:21].[Cl-].[NH4+]. (5) Given the product [Cl:1][C:2]1[CH:3]=[CH:4][C:5]([O:15][CH2:16][C:17]2[CH:22]=[CH:21][CH:20]=[CH:19][CH:18]=2)=[C:6]([C:8]2[N:23]([C:24]3[CH:32]=[C:28]([CH:27]=[C:26]([CH3:34])[CH:25]=3)[C:29]([OH:31])=[O:30])[C:11]([CH3:12])=[CH:10][CH:9]=2)[CH:7]=1, predict the reactants needed to synthesize it. The reactants are: [Cl:1][C:2]1[CH:3]=[CH:4][C:5]([O:15][CH2:16][C:17]2[CH:22]=[CH:21][CH:20]=[CH:19][CH:18]=2)=[C:6]([C:8](=O)[CH2:9][CH2:10][C:11](=O)[CH3:12])[CH:7]=1.[NH2:23][C:24]1[CH:25]=[CH:26][C:27](C)=[C:28]([CH:32]=1)[C:29]([OH:31])=[O:30].[CH3:34]C1C=CC(S(O)(=O)=O)=CC=1.